Dataset: Full USPTO retrosynthesis dataset with 1.9M reactions from patents (1976-2016). Task: Predict the reactants needed to synthesize the given product. (1) The reactants are: [Br:1][C:2]1[CH:7]=[CH:6][C:5]([CH:8]2[CH2:13][CH:12]([S:14]([C:17]3[CH:22]=[CH:21][CH:20]=[C:19]([O:23][CH:24]([F:26])[F:25])[CH:18]=3)(=[O:16])=[O:15])[CH2:11][CH2:10][O:9]2)=[C:4]([F:27])[CH:3]=1.[CH3:28]C([O-])(C)C.[K+].CI. Given the product [Br:1][C:2]1[CH:7]=[CH:6][C:5]([CH:8]2[CH2:13][C:12]([S:14]([C:17]3[CH:22]=[CH:21][CH:20]=[C:19]([O:23][CH:24]([F:26])[F:25])[CH:18]=3)(=[O:15])=[O:16])([CH3:28])[CH2:11][CH2:10][O:9]2)=[C:4]([F:27])[CH:3]=1, predict the reactants needed to synthesize it. (2) Given the product [CH3:42][O:1][CH2:2][C:3]([CH3:34])([CH3:35])[CH2:4][N:5]1[C:10](=[O:11])[C:9]([CH2:12][C:13]2[CH:14]=[CH:15][C:16]([C:19]3[CH:24]=[CH:23][CH:22]=[CH:21][C:20]=3[C:25]3[NH:26][C:52](=[O:55])[O:50][N:51]=3)=[CH:17][CH:18]=2)=[C:8]([CH2:27][CH2:28][CH3:29])[N:7]2[N:30]=[C:31]([CH3:33])[N:32]=[C:6]12, predict the reactants needed to synthesize it. The reactants are: [OH:1][CH2:2][C:3]([CH3:35])([CH3:34])[CH2:4][N:5]1[C:10](=[O:11])[C:9]([CH2:12][C:13]2[CH:18]=[CH:17][C:16]([C:19]3[C:20]([C:25]#[N:26])=[CH:21][CH:22]=[CH:23][CH:24]=3)=[CH:15][CH:14]=2)=[C:8]([CH2:27][CH2:28][CH3:29])[N:7]2[N:30]=[C:31]([CH3:33])[N:32]=[C:6]12.F[B-](F)(F)F.[H+].[CH3:42][Si](C=[N+]=[N-])(C)C.[Cl-].[OH:50][NH3+:51].[C:52](=[O:55])([O-])O.[Na+]. (3) Given the product [Cl:28][C:29]1[CH:30]=[CH:31][C:32]([S:35]([NH:38][C:25](=[O:26])[CH:24]=[CH:23][C:20]2[CH:21]=[CH:22][C:17]([C:7]([C:1]3[CH:6]=[CH:5][CH:4]=[CH:3][CH:2]=3)=[C:8]([C:11]3[CH:12]=[CH:13][CH:14]=[CH:15][CH:16]=3)[CH2:9][CH3:10])=[CH:18][CH:19]=2)(=[O:36])=[O:37])=[CH:33][CH:34]=1, predict the reactants needed to synthesize it. The reactants are: [C:1]1(/[C:7](/[C:17]2[CH:22]=[CH:21][C:20]([CH:23]=[CH:24][C:25](O)=[O:26])=[CH:19][CH:18]=2)=[C:8](/[C:11]2[CH:16]=[CH:15][CH:14]=[CH:13][CH:12]=2)\[CH2:9][CH3:10])[CH:6]=[CH:5][CH:4]=[CH:3][CH:2]=1.[Cl:28][C:29]1[CH:34]=[CH:33][C:32]([S:35]([NH2:38])(=[O:37])=[O:36])=[CH:31][CH:30]=1. (4) Given the product [Br:28][C:23]1[C:20]2[N:21]([CH3:22])[C:17]([C@@H:15]([NH2:14])[CH3:16])=[N:18][C:19]=2[CH:26]=[CH:25][C:24]=1[F:27], predict the reactants needed to synthesize it. The reactants are: C(O)(C(F)(F)F)=O.C(OC(=O)[NH:14][C@H:15]([C:17]1[N:21]([CH3:22])[C:20]2[C:23]([Br:28])=[C:24]([F:27])[CH:25]=[CH:26][C:19]=2[N:18]=1)[CH3:16])(C)(C)C. (5) Given the product [CH3:11][O:10][C:5]1[CH:4]=[C:3]([O:12][CH3:13])[C:2]([C:15]2[S:14][CH:18]=[CH:17][CH:16]=2)=[CH:9][C:6]=1[CH:7]=[O:8], predict the reactants needed to synthesize it. The reactants are: Br[C:2]1[C:3]([O:12][CH3:13])=[CH:4][C:5]([O:10][CH3:11])=[C:6]([CH:9]=1)[CH:7]=[O:8].[S:14]1[CH:18]=[CH:17][CH:16]=[C:15]1B(O)O.